The task is: Regression. Given two drug SMILES strings and cell line genomic features, predict the synergy score measuring deviation from expected non-interaction effect.. This data is from NCI-60 drug combinations with 297,098 pairs across 59 cell lines. (1) Drug 1: CN(C)C1=NC(=NC(=N1)N(C)C)N(C)C. Drug 2: C1=CC(=CC=C1C#N)C(C2=CC=C(C=C2)C#N)N3C=NC=N3. Cell line: HOP-92. Synergy scores: CSS=-3.75, Synergy_ZIP=-1.28, Synergy_Bliss=-7.74, Synergy_Loewe=-55.6, Synergy_HSA=-8.45. (2) Drug 1: CC=C1C(=O)NC(C(=O)OC2CC(=O)NC(C(=O)NC(CSSCCC=C2)C(=O)N1)C(C)C)C(C)C. Drug 2: C(=O)(N)NO. Cell line: SF-268. Synergy scores: CSS=10.5, Synergy_ZIP=1.14, Synergy_Bliss=-4.16, Synergy_Loewe=-57.3, Synergy_HSA=-4.32. (3) Drug 1: CC1=C(C=C(C=C1)NC(=O)C2=CC=C(C=C2)CN3CCN(CC3)C)NC4=NC=CC(=N4)C5=CN=CC=C5. Drug 2: CC1CCC2CC(C(=CC=CC=CC(CC(C(=O)C(C(C(=CC(C(=O)CC(OC(=O)C3CCCCN3C(=O)C(=O)C1(O2)O)C(C)CC4CCC(C(C4)OC)O)C)C)O)OC)C)C)C)OC. Cell line: UACC-257. Synergy scores: CSS=-4.82, Synergy_ZIP=13.9, Synergy_Bliss=0.906, Synergy_Loewe=-3.45, Synergy_HSA=-3.57. (4) Synergy scores: CSS=34.4, Synergy_ZIP=-11.0, Synergy_Bliss=-1.89, Synergy_Loewe=-2.59, Synergy_HSA=-2.73. Drug 1: C1CN1C2=NC(=NC(=N2)N3CC3)N4CC4. Drug 2: C#CCC(CC1=CN=C2C(=N1)C(=NC(=N2)N)N)C3=CC=C(C=C3)C(=O)NC(CCC(=O)O)C(=O)O. Cell line: UACC62. (5) Drug 1: CC12CCC3C(C1CCC2=O)CC(=C)C4=CC(=O)C=CC34C. Drug 2: CCCCC(=O)OCC(=O)C1(CC(C2=C(C1)C(=C3C(=C2O)C(=O)C4=C(C3=O)C=CC=C4OC)O)OC5CC(C(C(O5)C)O)NC(=O)C(F)(F)F)O. Cell line: HL-60(TB). Synergy scores: CSS=62.5, Synergy_ZIP=-0.746, Synergy_Bliss=-4.62, Synergy_Loewe=-5.04, Synergy_HSA=-5.59. (6) Drug 1: COC1=C(C=C2C(=C1)N=CN=C2NC3=CC(=C(C=C3)F)Cl)OCCCN4CCOCC4. Drug 2: C1CCC(C(C1)N)N.C(=O)(C(=O)[O-])[O-].[Pt+4]. Cell line: LOX IMVI. Synergy scores: CSS=12.0, Synergy_ZIP=-4.70, Synergy_Bliss=-0.260, Synergy_Loewe=-2.46, Synergy_HSA=1.67. (7) Drug 1: C1CC(C1)(C(=O)O)C(=O)O.[NH2-].[NH2-].[Pt+2]. Drug 2: CC12CCC3C(C1CCC2O)C(CC4=C3C=CC(=C4)O)CCCCCCCCCS(=O)CCCC(C(F)(F)F)(F)F. Cell line: TK-10. Synergy scores: CSS=-0.311, Synergy_ZIP=1.66, Synergy_Bliss=4.08, Synergy_Loewe=-3.17, Synergy_HSA=-2.22.